This data is from Full USPTO retrosynthesis dataset with 1.9M reactions from patents (1976-2016). The task is: Predict the reactants needed to synthesize the given product. The reactants are: C([O:3][C:4](=[O:27])[CH2:5][C:6]1([CH2:24][CH2:25][CH3:26])[C:11]2[NH:12][C:13]3[C:18]([C:10]=2[CH2:9][CH2:8][O:7]1)=[C:17]([C:19](=[O:22])[NH:20][CH3:21])[CH:16]=[CH:15][C:14]=3[CH3:23])C.[OH-].[Na+]. Given the product [CH3:23][C:14]1[CH:15]=[CH:16][C:17]([C:19](=[O:22])[NH:20][CH3:21])=[C:18]2[C:13]=1[NH:12][C:11]1[C:6]([CH2:5][C:4]([OH:27])=[O:3])([CH2:24][CH2:25][CH3:26])[O:7][CH2:8][CH2:9][C:10]2=1, predict the reactants needed to synthesize it.